Dataset: Reaction yield outcomes from USPTO patents with 853,638 reactions. Task: Predict the reaction yield, written as a fraction of the theoretical maximum amount of product (1.0 means a 100% yield; for example, 0.34 means a 34% yield). (1) The reactants are [C:1]([C:5]1[CH:12]=[CH:11][C:8]([CH:9]=O)=[CH:7][CH:6]=1)([CH3:4])([CH3:3])[CH3:2].Cl.[Cl:14][C:15]1[CH:20]=[CH:19][C:18]([CH2:21][CH2:22][NH2:23])=[CH:17][C:16]=1[C:24]([F:27])([F:26])[F:25].C(=O)([O-])[O-].[K+].[K+].[BH4-].[Na+].Cl. The catalyst is CO. The product is [C:1]([C:5]1[CH:12]=[CH:11][C:8]([CH2:9][NH:23][CH2:22][CH2:21][C:18]2[CH:19]=[CH:20][C:15]([Cl:14])=[C:16]([C:24]([F:27])([F:25])[F:26])[CH:17]=2)=[CH:7][CH:6]=1)([CH3:4])([CH3:3])[CH3:2]. The yield is 0.880. (2) The reactants are [CH2:1]([C@@H:3]1[N:8]([C:9]2[CH:10]=[N:11][C:12]([N+:15]([O-])=O)=[CH:13][CH:14]=2)[CH2:7][CH2:6][N:5]([C:18]([O:20][C:21]([CH3:24])([CH3:23])[CH3:22])=[O:19])[CH2:4]1)[CH3:2]. The catalyst is [Pd].CO. The product is [NH2:15][C:12]1[N:11]=[CH:10][C:9]([N:8]2[CH2:7][CH2:6][N:5]([C:18]([O:20][C:21]([CH3:23])([CH3:22])[CH3:24])=[O:19])[CH2:4][C@@H:3]2[CH2:1][CH3:2])=[CH:14][CH:13]=1. The yield is 0.890. (3) The reactants are [CH2:1]([C:3]1[C:8]([NH2:9])=[C:7]([CH3:10])[C:6]([NH2:11])=[C:5]([CH2:12][CH3:13])[CH:4]=1)[CH3:2].O. The catalyst is [Pt].C(C(C)=O)C. The product is [CH:1]([NH:11][C:6]1[C:5]([CH2:12][CH3:13])=[CH:4][C:3]([CH2:1][CH3:2])=[C:8]([NH:9][CH:5]([CH2:6][CH3:7])[CH3:12])[C:7]=1[CH3:10])([CH2:3][CH3:4])[CH3:2]. The yield is 0.888.